Predict the reaction yield, written as a fraction of the theoretical maximum amount of product (1.0 means a 100% yield; for example, 0.34 means a 34% yield). From a dataset of Reaction yield outcomes from USPTO patents with 853,638 reactions. (1) The reactants are Br[C:2]1[C:3](Cl)=[C:4]2[C:8](=[C:9]([O:11][CH3:12])[CH:10]=1)[NH:7][C:6](=[O:13])[C:5]2=[O:14].[F:16][C:17]1[CH:22]=[CH:21][C:20](B(O)O)=[CH:19][CH:18]=1.C(=O)([O-])[O-].[K+].[K+].O1[CH2:37][CH2:36]OCC1. The catalyst is C1(P([C-]2C=CC=C2)C2C=CC=CC=2)C=CC=CC=1.[C-]1(P(C2C=CC=CC=2)C2C=CC=CC=2)C=CC=C1.[Fe+2].[Pd](Cl)Cl.CO.O.O. The product is [F:16][C:17]1[CH:22]=[CH:21][C:20]([C:3]2[C:2]([C:37]3[CH:36]=[CH:22][C:17]([F:16])=[CH:18][CH:19]=3)=[CH:10][C:9]([O:11][CH3:12])=[C:8]3[C:4]=2[C:5](=[O:14])[C:6](=[O:13])[NH:7]3)=[CH:19][CH:18]=1. The yield is 0.280. (2) The reactants are [C:1]1([C:13]2[CH:18]=[CH:17][CH:16]=[CH:15][CH:14]=2)[CH:6]=[CH:5][CH:4]=[CH:3][C:2]=1[C:7](=[O:12])[C:8]([F:11])([F:10])[F:9].O1CCCC1.B. The catalyst is C1COCC1.Cl. The product is [C:1]1([C:13]2[CH:18]=[CH:17][CH:16]=[CH:15][CH:14]=2)[CH:6]=[CH:5][CH:4]=[CH:3][C:2]=1[CH:7]([OH:12])[C:8]([F:10])([F:11])[F:9]. The yield is 0.960. (3) The reactants are [NH2:1][C:2]1[NH:3][C:4](=[O:13])[C:5]2[N:11]=[C:10]([Cl:12])[CH:9]=[CH:8][C:6]=2[N:7]=1.[C:14](OC(=O)C)(=[O:16])[CH3:15]. No catalyst specified. The product is [C:14]([NH:1][C:2]1[NH:3][C:4](=[O:13])[C:5]2[N:11]=[C:10]([Cl:12])[CH:9]=[CH:8][C:6]=2[N:7]=1)(=[O:16])[CH3:15]. The yield is 0.700. (4) The product is [CH3:23][O:22][C:18]1[CH:17]=[C:16]([C:7]2[C:8]3[C:13](=[CH:12][CH:11]=[CH:10][CH:9]=3)[CH:14]=[CH:15][C:6]=2[CH:4]=[O:5])[CH:21]=[CH:20][CH:19]=1. The reactants are C(N(CC)[C:4]([C:6]1[CH:15]=[CH:14][C:13]2[C:8](=[CH:9][CH:10]=[CH:11][CH:12]=2)[C:7]=1[C:16]1[CH:21]=[CH:20][CH:19]=[C:18]([O:22][CH3:23])[CH:17]=1)=[O:5])C. The catalyst is C1COCC1. The yield is 0.900.